Predict the product of the given reaction. From a dataset of Forward reaction prediction with 1.9M reactions from USPTO patents (1976-2016). Given the reactants Cl.[NH2:2][CH:3]1[CH2:8][CH2:7][CH:6]([OH:9])[CH2:5][CH2:4]1.C(N1[C:19](=[O:20])[C:18]2=[CH:21][CH:22]=[CH:23][CH:24]=[C:17]2[C:16]1=[O:25])(OCC)=O.C([O-])([O-])=O.[Na+].[Na+], predict the reaction product. The product is: [OH:9][CH:6]1[CH2:7][CH2:8][CH:3]([N:2]2[C:19](=[O:20])[C:18]3[C:17](=[CH:24][CH:23]=[CH:22][CH:21]=3)[C:16]2=[O:25])[CH2:4][CH2:5]1.